From a dataset of Forward reaction prediction with 1.9M reactions from USPTO patents (1976-2016). Predict the product of the given reaction. (1) Given the reactants BrC1C=CC(Br)=CC=1.C1(B(O)O)C=CC=CC=1.[Br:18][C:19]1[CH:24]=[CH:23][C:22]([C:25]2[CH:30]=[CH:29][CH:28]=[CH:27][C:26]=2OC)=[CH:21][CH:20]=1, predict the reaction product. The product is: [Br:18][C:19]1[CH:20]=[CH:21][C:22]([C:25]2[CH:30]=[CH:29][CH:28]=[CH:27][CH:26]=2)=[CH:23][CH:24]=1. (2) Given the reactants [CH3:1][N:2]1[C:6]([C:7]2[O:11][CH:10]=[N:9][C:8]=2[CH3:12])=[N:5][NH:4][C:3]1=[S:13].CO.C([O-])([O-])=O.[K+].[K+].Br[CH2:23][CH2:24][CH2:25][Cl:26], predict the reaction product. The product is: [Cl:26][CH2:25][CH2:24][CH2:23][S:13][C:3]1[N:2]([CH3:1])[C:6]([C:7]2[O:11][CH:10]=[N:9][C:8]=2[CH3:12])=[N:5][N:4]=1.